Dataset: Forward reaction prediction with 1.9M reactions from USPTO patents (1976-2016). Task: Predict the product of the given reaction. The product is: [C:46]([OH:53])(=[O:52])/[CH:47]=[CH:48]/[C:49]([OH:51])=[O:50].[CH3:1][NH:2][CH2:3][C:4]([O:6][C@H:7]([CH3:45])[CH2:8][N:9]1[C:13]([CH3:14])=[C:12]([C:15](=[O:37])[NH:16][C:17]2[CH:22]=[CH:21][C:20]([O:23][C:24]3[C:33]4[C:28](=[CH:29][C:30]([O:34][CH3:35])=[CH:31][CH:32]=4)[N:27]=[CH:26][CH:25]=3)=[C:19]([F:36])[CH:18]=2)[C:11](=[O:38])[N:10]1[C:39]1[CH:40]=[CH:41][CH:42]=[CH:43][CH:44]=1)=[O:5]. Given the reactants [CH3:1][NH:2][CH2:3][C:4]([O:6][C@H:7]([CH3:45])[CH2:8][N:9]1[C:13]([CH3:14])=[C:12]([C:15](=[O:37])[NH:16][C:17]2[CH:22]=[CH:21][C:20]([O:23][C:24]3[C:33]4[C:28](=[CH:29][C:30]([O:34][CH3:35])=[CH:31][CH:32]=4)[N:27]=[CH:26][CH:25]=3)=[C:19]([F:36])[CH:18]=2)[C:11](=[O:38])[N:10]1[C:39]1[CH:44]=[CH:43][CH:42]=[CH:41][CH:40]=1)=[O:5].[C:46]([OH:53])(=[O:52])/[CH:47]=[CH:48]/[C:49]([OH:51])=[O:50], predict the reaction product.